From a dataset of Retrosynthesis with 50K atom-mapped reactions and 10 reaction types from USPTO. Predict the reactants needed to synthesize the given product. Given the product N#Cc1ccc(N2CCCCC2)c2ccccc12, predict the reactants needed to synthesize it. The reactants are: BrCCCCCBr.N#Cc1ccc(N)c2ccccc12.